From a dataset of Full USPTO retrosynthesis dataset with 1.9M reactions from patents (1976-2016). Predict the reactants needed to synthesize the given product. (1) Given the product [Br:1][C:2]1[CH:7]=[CH:6][N:5]=[C:4]2[N:8]([CH:12]3[CH2:15][N:14]([C:16]([O:18][C:19]([CH3:22])([CH3:21])[CH3:20])=[O:17])[CH2:13]3)[CH:9]=[C:10]([C:33]3[CH:32]=[C:31]4[C:27]([CH2:28][CH2:29][N:30]4[CH3:43])=[CH:26][C:25]=3[F:24])[C:3]=12, predict the reactants needed to synthesize it. The reactants are: [Br:1][C:2]1[CH:7]=[CH:6][N:5]=[C:4]2[N:8]([CH:12]3[CH2:15][N:14]([C:16]([O:18][C:19]([CH3:22])([CH3:21])[CH3:20])=[O:17])[CH2:13]3)[CH:9]=[C:10](I)[C:3]=12.Cl.[F:24][C:25]1[CH:26]=[C:27]2[C:31](=[CH:32][C:33]=1B1OC(C)(C)C(C)(C)O1)[N:30]([CH3:43])[CH2:29][CH2:28]2.C(=O)([O-])[O-].[Na+].[Na+].O. (2) Given the product [CH3:52][O:53][CH2:54][CH2:55][CH2:56][NH:57][C:21]([C:19]1[S:20][CH:16]=[CH:17][CH:18]=1)=[O:22], predict the reactants needed to synthesize it. The reactants are: C1(NC2N3N=CC(C=O)=C3N=C([C:16]3[S:20][C:19]([C:21](O)=[O:22])=[CH:18][CH:17]=3)C=2)CC1.CCN=C=NCCCN(C)C.CCN(CC)CC.C1C=CC2N(O)N=NC=2C=1.[CH3:52][O:53][CH2:54][CH2:55][CH2:56][NH2:57]. (3) The reactants are: [S:1]1[C:5]2[CH:6]=[CH:7][CH:8]=[CH:9][C:4]=2[N:3]=[C:2]1[C:10]1[C:18]2[CH2:17][CH2:16][N:15](C(OC(C)(C)C)=O)[CH2:14][C:13]=2[S:12][C:11]=1[NH:26][CH2:27][CH3:28].[F:29][C:30]([F:35])([F:34])[C:31]([OH:33])=[O:32]. Given the product [F:29][C:30]([F:35])([F:34])[C:31]([O-:33])=[O:32].[S:1]1[C:5]2[CH:6]=[CH:7][CH:8]=[CH:9][C:4]=2[N:3]=[C:2]1[C:10]1[C:18]2[CH2:17][CH2:16][NH2+:15][CH2:14][C:13]=2[S:12][C:11]=1[NH:26][CH2:27][CH3:28], predict the reactants needed to synthesize it. (4) Given the product [Cl:1][C:2]1[CH:3]=[C:4]([C:9]2[CH:13]=[C:12]([CH:14]3[CH2:15][CH2:16][N:17]([C:40](=[O:41])[C:39]([CH3:44])([CH3:43])[CH3:38])[CH2:18][CH2:19]3)[N:11]([CH2:20][C:21]3[CH:30]=[CH:29][C:24]([C:25]([OH:27])=[O:26])=[CH:23][CH:22]=3)[N:10]=2)[CH:5]=[C:6]([Cl:8])[CH:7]=1, predict the reactants needed to synthesize it. The reactants are: [Cl:1][C:2]1[CH:3]=[C:4]([C:9]2[CH:13]=[C:12]([CH:14]3[CH2:19][CH2:18][NH:17][CH2:16][CH2:15]3)[N:11]([CH2:20][C:21]3[CH:30]=[CH:29][C:24]([C:25]([O:27]C)=[O:26])=[CH:23][CH:22]=3)[N:10]=2)[CH:5]=[C:6]([Cl:8])[CH:7]=1.C(N(CC)CC)C.[CH3:38][C:39]([CH3:44])([CH3:43])[C:40](Cl)=[O:41].[OH-].[Na+]. (5) Given the product [C:19]1([CH2:25][O:26][C:27]2[CH:32]=[CH:31][C:30]([C:33]3[CH:34]=[C:35]4[C:39](=[CH:40][C:41]=3[C:42]3[CH:47]=[CH:46][C:45]([O:48][CH2:49][C:50]5[CH:51]=[CH:52][CH:53]=[CH:54][CH:55]=5)=[CH:44][CH:43]=3)[NH:38][N:37]=[C:36]4[NH:64][C:65](=[O:69])[CH2:66][CH2:67][CH3:68])=[CH:29][CH:28]=2)[CH:20]=[CH:21][CH:22]=[CH:23][CH:24]=1, predict the reactants needed to synthesize it. The reactants are: [F-].C([N+](CCCC)(CCCC)CCCC)CCC.[C:19]1([CH2:25][O:26][C:27]2[CH:32]=[CH:31][C:30]([C:33]3[CH:34]=[C:35]4[C:39](=[CH:40][C:41]=3[C:42]3[CH:47]=[CH:46][C:45]([O:48][CH2:49][C:50]5[CH:55]=[CH:54][CH:53]=[CH:52][CH:51]=5)=[CH:44][CH:43]=3)[N:38](COCC[Si](C)(C)C)[N:37]=[C:36]4[NH:64][C:65](=[O:69])[CH2:66][CH2:67][CH3:68])=[CH:29][CH:28]=2)[CH:24]=[CH:23][CH:22]=[CH:21][CH:20]=1.C(OCC)(=O)C. (6) Given the product [CH3:1][C:2]1[CH:9]=[CH:8][C:7]([CH:10]2[CH2:15][CH2:14][CH2:13][N:12]([C:16]([C:18]3[S:22][C:21]([C:23]4[CH:24]=[CH:25][C:26]([C:29]([F:32])([F:30])[F:31])=[CH:27][CH:28]=4)=[N:20][C:19]=3[CH3:33])=[O:17])[CH2:11]2)=[CH:6][C:3]=1[C:4]1[NH:40][N:39]=[N:38][N:5]=1, predict the reactants needed to synthesize it. The reactants are: [CH3:1][C:2]1[CH:9]=[CH:8][C:7]([C@H:10]2[CH2:15][CH2:14][CH2:13][N:12]([C:16]([C:18]3[S:22][C:21]([C:23]4[CH:28]=[CH:27][C:26]([C:29]([F:32])([F:31])[F:30])=[CH:25][CH:24]=4)=[N:20][C:19]=3[CH3:33])=[O:17])[CH2:11]2)=[CH:6][C:3]=1[C:4]#[N:5].C[Sn]([N:38]=[N+:39]=[N-:40])(C)C. (7) Given the product [ClH:12].[NH2:9][CH2:8][CH2:7][C:1]1[CH:2]=[CH:3][C:4]([S:13]([C:16]2[CH:17]=[CH:18][C:19]([OH:26])=[C:20]([CH:25]=2)[C:21]([O:23][CH3:24])=[O:22])(=[O:15])=[O:14])=[CH:5][CH:6]=1, predict the reactants needed to synthesize it. The reactants are: [C:1]1([CH2:7][CH2:8][NH:9]C=O)[CH:6]=[CH:5][CH:4]=[CH:3][CH:2]=1.[Cl:12][S:13]([C:16]1[CH:17]=[CH:18][C:19]([OH:26])=[C:20]([CH:25]=1)[C:21]([O:23][CH3:24])=[O:22])(=[O:15])=[O:14].[Cl-].[Al+3].[Cl-].[Cl-].C(OCC)(=O)C. (8) Given the product [N:54]1([C:51]2[N:50]=[CH:49][C:48]([NH:47][C:42]([C:29]3[N:30]([CH2:34][C:35]4[CH:40]=[CH:39][CH:38]=[C:37]([F:41])[CH:36]=4)[C:31]4[C:27]([CH:28]=3)=[CH:26][C:25]([Si:24]([CH3:46])([CH3:23])[CH3:45])=[CH:33][CH:32]=4)=[O:43])=[CH:53][CH:52]=2)[CH2:57][CH2:56][CH2:55]1, predict the reactants needed to synthesize it. The reactants are: Cl.CN(C)CCCN=C=NCC.ON1C2C=CC=CC=2N=N1.[CH3:23][Si:24]([CH3:46])([CH3:45])[C:25]1[CH:26]=[C:27]2[C:31](=[CH:32][CH:33]=1)[N:30]([CH2:34][C:35]1[CH:40]=[CH:39][CH:38]=[C:37]([F:41])[CH:36]=1)[C:29]([C:42](O)=[O:43])=[CH:28]2.[NH2:47][C:48]1[CH:49]=[N:50][C:51]([N:54]2[CH2:57][CH2:56][CH2:55]2)=[CH:52][CH:53]=1.C([O-])(O)=O.[Na+].